Dataset: NCI-60 drug combinations with 297,098 pairs across 59 cell lines. Task: Regression. Given two drug SMILES strings and cell line genomic features, predict the synergy score measuring deviation from expected non-interaction effect. (1) Drug 1: CC1CCC2CC(C(=CC=CC=CC(CC(C(=O)C(C(C(=CC(C(=O)CC(OC(=O)C3CCCCN3C(=O)C(=O)C1(O2)O)C(C)CC4CCC(C(C4)OC)O)C)C)O)OC)C)C)C)OC. Drug 2: CN(CCCl)CCCl.Cl. Cell line: HOP-62. Synergy scores: CSS=23.6, Synergy_ZIP=-8.23, Synergy_Bliss=-6.70, Synergy_Loewe=-8.07, Synergy_HSA=-5.35. (2) Drug 1: CC12CCC(CC1=CCC3C2CCC4(C3CC=C4C5=CN=CC=C5)C)O. Drug 2: C1CCC(CC1)NC(=O)N(CCCl)N=O. Cell line: SF-295. Synergy scores: CSS=47.6, Synergy_ZIP=3.34, Synergy_Bliss=4.73, Synergy_Loewe=6.87, Synergy_HSA=7.14.